The task is: Predict the product of the given reaction.. This data is from Forward reaction prediction with 1.9M reactions from USPTO patents (1976-2016). (1) Given the reactants F[C:2]1[CH:9]=[CH:8][C:5]([CH:6]=[O:7])=[CH:4][C:3]=1[N+:10]([O-:12])=[O:11].CCN(C(C)C)C(C)C.[NH2:22][CH:23]1[CH2:28][CH2:27][CH2:26][N:25]([C:29]([O:31][C:32]([CH3:35])([CH3:34])[CH3:33])=[O:30])[CH2:24]1, predict the reaction product. The product is: [CH:6]([C:5]1[CH:8]=[CH:9][C:2]([NH:22][CH:23]2[CH2:28][CH2:27][CH2:26][N:25]([C:29]([O:31][C:32]([CH3:35])([CH3:34])[CH3:33])=[O:30])[CH2:24]2)=[C:3]([N+:10]([O-:12])=[O:11])[CH:4]=1)=[O:7]. (2) Given the reactants [CH3:1][C:2]1[CH:12]=[CH:11][C:5]([C:6]([O:8][CH2:9][CH3:10])=[O:7])=[CH:4][C:3]=1[C:13]#[C:14][C:15]1[C:19]2[N:20]=[CH:21][N:22]=[C:23](S(C)=O)[C:18]=2[S:17][CH:16]=1.[CH2:27]([CH2:29][NH2:30])[OH:28].C(N(C(C)C)CC)(C)C.O, predict the reaction product. The product is: [OH:28][CH2:27][CH2:29][NH:30][C:23]1[C:18]2[S:17][CH:16]=[C:15]([C:14]#[C:13][C:3]3[CH:4]=[C:5]([CH:11]=[CH:12][C:2]=3[CH3:1])[C:6]([O:8][CH2:9][CH3:10])=[O:7])[C:19]=2[N:20]=[CH:21][N:22]=1. (3) Given the reactants [F:1][C:2]1[CH:7]=[CH:6][C:5]([CH:8]([CH3:13])[C:9]([O:11]C)=[O:10])=[CH:4][CH:3]=1.[OH-].[K+].Cl, predict the reaction product. The product is: [F:1][C:2]1[CH:3]=[CH:4][C:5]([CH:8]([CH3:13])[C:9]([OH:11])=[O:10])=[CH:6][CH:7]=1. (4) Given the reactants [CH3:1][C:2]([O:5][C:6]([NH:8][C@H:9]([C:20]([OH:22])=[O:21])[CH2:10][C:11]1[CH:16]=[CH:15][C:14]([N+:17]([O-])=O)=[CH:13][CH:12]=1)=[O:7])([CH3:4])[CH3:3], predict the reaction product. The product is: [NH2:17][C:14]1[CH:13]=[CH:12][C:11]([CH2:10][C@@H:9]([C:20]([OH:22])=[O:21])[NH:8][C:6]([O:5][C:2]([CH3:1])([CH3:3])[CH3:4])=[O:7])=[CH:16][CH:15]=1. (5) Given the reactants [CH2:1]1COCC1.[CH:6]1([NH:12][C:13]2[CH:22]=[C:21]3[C:16]([C:17](=[O:38])[N:18]([CH2:29][CH2:30][NH:31][CH2:32][C:33]([O:35][CH2:36][CH3:37])=[O:34])[C:19](=[O:28])[N:20]3[CH:23]3[CH2:27][CH2:26][CH2:25][CH2:24]3)=[CH:15][C:14]=2[F:39])[CH2:11][CH2:10][CH2:9][CH2:8][CH2:7]1.C(=O)([O-])[O-].[K+].[K+].CI, predict the reaction product. The product is: [CH:6]1([NH:12][C:13]2[CH:22]=[C:21]3[C:16]([C:17](=[O:38])[N:18]([CH2:29][CH2:30][N:31]([CH2:32][C:33]([O:35][CH2:36][CH3:37])=[O:34])[CH3:1])[C:19](=[O:28])[N:20]3[CH:23]3[CH2:27][CH2:26][CH2:25][CH2:24]3)=[CH:15][C:14]=2[F:39])[CH2:11][CH2:10][CH2:9][CH2:8][CH2:7]1. (6) Given the reactants [F:1][C:2]([F:26])([F:25])[C:3]1[N:8]2[N:9]=[CH:10][C:11]([C:12](O)=[O:13])=[C:7]2[N:6]=[C:5]([C:15]2[CH:20]=[CH:19][C:18]([C:21]([F:24])([F:23])[F:22])=[CH:17][CH:16]=2)[CH:4]=1.[NH2:27][C:28]1[CH:29]=[C:30]([S:35]([NH2:38])(=[O:37])=[O:36])[CH:31]=[CH:32][C:33]=1[CH3:34], predict the reaction product. The product is: [CH3:34][C:33]1[CH:32]=[CH:31][C:30]([S:35](=[O:37])(=[O:36])[NH2:38])=[CH:29][C:28]=1[NH:27][C:12]([C:11]1[CH:10]=[N:9][N:8]2[C:3]([C:2]([F:1])([F:25])[F:26])=[CH:4][C:5]([C:15]3[CH:20]=[CH:19][C:18]([C:21]([F:23])([F:22])[F:24])=[CH:17][CH:16]=3)=[N:6][C:7]=12)=[O:13]. (7) The product is: [Cl:14][C:15]1[CH:16]=[C:17]([CH:21]=[CH:22][C:23]=1[Cl:24])[CH2:18][CH:2]1[C:9]2[CH:8]=[C:7]([C:10]([O:12][CH3:13])=[O:11])[NH:6][C:5]=2[CH2:4][CH2:3]1. Given the reactants O=[C:2]1[C:9]2[CH:8]=[C:7]([C:10]([O:12][CH3:13])=[O:11])[NH:6][C:5]=2[CH2:4][CH2:3]1.[Cl:14][C:15]1[CH:16]=[C:17]([CH:21]=[CH:22][C:23]=1[Cl:24])[CH2:18][Mg]Cl.ClC1C=C(C=C(F)C=1)/C=C1\CCC2NC(C(OC)=O)=CC\1=2, predict the reaction product. (8) Given the reactants [C:1]1([CH2:7][SH:8])[CH:6]=[CH:5][CH:4]=[CH:3][CH:2]=1.C([O-])([O-])=O.[K+].[K+].Cl[C:16]1[C:21]([CH3:22])=[CH:20][C:19]([N+:23]([O-:25])=[O:24])=[CH:18][N:17]=1, predict the reaction product. The product is: [CH2:7]([S:8][C:16]1[C:21]([CH3:22])=[CH:20][C:19]([N+:23]([O-:25])=[O:24])=[CH:18][N:17]=1)[C:1]1[CH:6]=[CH:5][CH:4]=[CH:3][CH:2]=1. (9) The product is: [OH:8][C:9]1[C:14](=[O:15])[CH:13]=[C:12]([CH2:16][NH:17][S:18]([C:21]2[CH:26]=[CH:25][C:24]([CH3:27])=[CH:23][CH:22]=2)(=[O:19])=[O:20])[N:11]([CH3:28])[C:10]=1[C:29]([OH:31])=[O:30]. Given the reactants C([O:8][C:9]1[C:14](=[O:15])[CH:13]=[C:12]([CH2:16][NH:17][S:18]([C:21]2[CH:26]=[CH:25][C:24]([CH3:27])=[CH:23][CH:22]=2)(=[O:20])=[O:19])[N:11]([CH3:28])[C:10]=1[C:29]([OH:31])=[O:30])C1C=CC=CC=1.C1(S(C(N)C2N(C)C(C(O)=O)=C(O)C(=O)C=2)(=O)=O)C=CC=CC=1, predict the reaction product.